Dataset: CYP2D6 inhibition data for predicting drug metabolism from PubChem BioAssay. Task: Regression/Classification. Given a drug SMILES string, predict its absorption, distribution, metabolism, or excretion properties. Task type varies by dataset: regression for continuous measurements (e.g., permeability, clearance, half-life) or binary classification for categorical outcomes (e.g., BBB penetration, CYP inhibition). Dataset: cyp2d6_veith. The drug is CC12CCC(C(=O)Nc3ccccc3Br)(C/C1=N\O)C2(C)C. The result is 0 (non-inhibitor).